From a dataset of Forward reaction prediction with 1.9M reactions from USPTO patents (1976-2016). Predict the product of the given reaction. Given the reactants Cl[C:2]1[C:15]2[C:14]3[CH:13]=[CH:12][CH:11]=[CH:10][C:9]=3[C:8]3=[N:16][CH:17]=[CH:18][N:7]3[C:6]=2[CH:5]=[CH:4][CH:3]=1.[Br-].[CH:20]1([Zn+])[CH2:25][CH2:24][CH2:23][CH2:22][CH2:21]1, predict the reaction product. The product is: [CH:20]1([C:2]2[C:15]3[C:14]4[CH:13]=[CH:12][CH:11]=[CH:10][C:9]=4[C:8]4=[N:16][CH:17]=[CH:18][N:7]4[C:6]=3[CH:5]=[CH:4][CH:3]=2)[CH2:25][CH2:24][CH2:23][CH2:22][CH2:21]1.